Task: Regression. Given two drug SMILES strings and cell line genomic features, predict the synergy score measuring deviation from expected non-interaction effect.. Dataset: NCI-60 drug combinations with 297,098 pairs across 59 cell lines (1) Drug 1: CCCCCOC(=O)NC1=NC(=O)N(C=C1F)C2C(C(C(O2)C)O)O. Drug 2: CC1=C(C(=CC=C1)Cl)NC(=O)C2=CN=C(S2)NC3=CC(=NC(=N3)C)N4CCN(CC4)CCO. Cell line: OVCAR-8. Synergy scores: CSS=0.390, Synergy_ZIP=0.973, Synergy_Bliss=1.29, Synergy_Loewe=-8.33, Synergy_HSA=-3.08. (2) Drug 1: CC(C1=C(C=CC(=C1Cl)F)Cl)OC2=C(N=CC(=C2)C3=CN(N=C3)C4CCNCC4)N. Drug 2: CC1=CC2C(CCC3(C2CCC3(C(=O)C)OC(=O)C)C)C4(C1=CC(=O)CC4)C. Cell line: KM12. Synergy scores: CSS=28.6, Synergy_ZIP=-3.41, Synergy_Bliss=-6.60, Synergy_Loewe=-38.0, Synergy_HSA=-6.20.